From a dataset of Catalyst prediction with 721,799 reactions and 888 catalyst types from USPTO. Predict which catalyst facilitates the given reaction. (1) Reactant: [NH2:1][C:2]1[S:3][C:4]([O:7][C:8]2[CH:9]=[C:10]([CH:16]=[CH:17][CH:18]=2)[C:11](OCC)=[O:12])=[CH:5][N:6]=1.[H-].[Al+3].[Li+].[H-].[H-].[H-]. Product: [NH2:1][C:2]1[S:3][C:4]([O:7][C:8]2[CH:9]=[C:10]([CH2:11][OH:12])[CH:16]=[CH:17][CH:18]=2)=[CH:5][N:6]=1. The catalyst class is: 1. (2) Reactant: [F:1][C:2]1[CH:20]=[CH:19][C:5]([CH2:6][C:7]2[CH:8]=[N:9][C:10]3[N:11]([N:13]=[CH:14][C:15]=3[C:16](O)=[O:17])[CH:12]=2)=[CH:4][C:3]=1[C:21]([F:24])([F:23])[F:22].Cl.[NH2:26][CH2:27][C:28]([NH2:30])=[O:29].CN(C(ON1N=NC2C=CC=CC1=2)=[N+](C)C)C.[B-](F)(F)(F)F.C(N(CC)C(C)C)(C)C.Cl. Product: [NH2:30][C:28](=[O:29])[CH2:27][NH:26][C:16]([C:15]1[CH:14]=[N:13][N:11]2[CH:12]=[C:7]([CH2:6][C:5]3[CH:19]=[CH:20][C:2]([F:1])=[C:3]([C:21]([F:24])([F:23])[F:22])[CH:4]=3)[CH:8]=[N:9][C:10]=12)=[O:17]. The catalyst class is: 31. (3) Reactant: [CH3:1][O:2][C:3]1[CH:8]=[CH:7][C:6]([C:9]2[N:10]=[C:11]([NH2:14])[S:12][CH:13]=2)=[CH:5][CH:4]=1.Br[CH2:16][C:17]1[CH:24]=[CH:23][C:20]([C:21]#[N:22])=[CH:19][CH:18]=1.C(N(CC)C(C)C)(C)C.C(OCC)(=O)C. Product: [CH3:1][O:2][C:3]1[CH:4]=[CH:5][C:6]([C:9]2[N:10]=[C:11]([NH:14][CH2:16][C:17]3[CH:24]=[CH:23][C:20]([C:21]#[N:22])=[CH:19][CH:18]=3)[S:12][CH:13]=2)=[CH:7][CH:8]=1. The catalyst class is: 9. (4) Reactant: [OH:1][NH:2][C:3](=[O:19])[O:4][CH2:5][CH:6]1[C:18]2[CH:17]=[CH:16][CH:15]=[CH:14][C:13]=2[C:12]2[C:7]1=[CH:8][CH:9]=[CH:10][CH:11]=2.[Cl:20][C:21]1[CH:29]=[CH:28][C:24]([C:25](Cl)=[O:26])=[CH:23][CH:22]=1.C(N(CC)CC)C.O. Product: [Cl:20][C:21]1[CH:29]=[CH:28][C:24]([C:25]([O:1][NH:2][C:3](=[O:19])[O:4][CH2:5][CH:6]2[C:18]3[CH:17]=[CH:16][CH:15]=[CH:14][C:13]=3[C:12]3[C:7]2=[CH:8][CH:9]=[CH:10][CH:11]=3)=[O:26])=[CH:23][CH:22]=1. The catalyst class is: 13. (5) Reactant: [CH3:1][O:2][N:3]=[C:4]([CH2:14][F:15])[CH2:5][C:6]1[CH:11]=[CH:10][C:9]([Cl:12])=[CH:8][C:7]=1[Cl:13].C([BH3-])#N.[Na+]. Product: [Cl:13][C:7]1[CH:8]=[C:9]([Cl:12])[CH:10]=[CH:11][C:6]=1[CH2:5][CH:4]([NH:3][O:2][CH3:1])[CH2:14][F:15]. The catalyst class is: 15. (6) Reactant: [N:1]#[C:2][NH2:3].[O-]CC.[Na+].[CH:8]1[CH:12]=[C:11]([CH:13]([OH:21])[C:14]([C:16]2[O:20][CH:19]=[CH:18][CH:17]=2)=O)[O:10][CH:9]=1.O. Product: [NH2:1][C:2]1[O:21][C:13]([C:11]2[O:10][CH:9]=[CH:8][CH:12]=2)=[C:14]([C:16]2[O:20][CH:19]=[CH:18][CH:17]=2)[N:3]=1. The catalyst class is: 8. (7) Reactant: [Br:1][C:2]1[CH:7]=[CH:6][C:5]([SH:8])=[CH:4][CH:3]=1.[H-].[Na+].Br[CH:12]1[CH2:17][CH2:16][O:15][CH2:14][CH2:13]1. Product: [Br:1][C:2]1[CH:7]=[CH:6][C:5]([S:8][CH:12]2[CH2:17][CH2:16][O:15][CH2:14][CH2:13]2)=[CH:4][CH:3]=1. The catalyst class is: 18.